From a dataset of Reaction yield outcomes from USPTO patents with 853,638 reactions. Predict the reaction yield, written as a fraction of the theoretical maximum amount of product (1.0 means a 100% yield; for example, 0.34 means a 34% yield). (1) The reactants are [CH2:1]([O:3][C:4](=[O:32])[CH:5]([C:10]1[CH:11]=[C:12]([C:22]2[CH:27]=[CH:26][C:25]([C:28]([F:31])([F:30])[F:29])=[CH:24][CH:23]=2)[CH:13]=[C:14]([CH:16]2[CH2:21][CH2:20][CH2:19][NH:18][CH2:17]2)[CH:15]=1)[CH2:6][CH:7]([CH3:9])[CH3:8])[CH3:2].Br[CH2:34][C:35]1[CH:40]=[C:39]([C:41]([CH3:44])([CH3:43])[CH3:42])[CH:38]=[C:37]([C:45]([CH3:48])([CH3:47])[CH3:46])[CH:36]=1.C(N(C(C)C)CC)(C)C. The catalyst is CC#N.CCOC(C)=O. The product is [CH2:1]([O:3][C:4](=[O:32])[CH:5]([C:10]1[CH:11]=[C:12]([C:22]2[CH:23]=[CH:24][C:25]([C:28]([F:29])([F:30])[F:31])=[CH:26][CH:27]=2)[CH:13]=[C:14]([CH:16]2[CH2:21][CH2:20][CH2:19][N:18]([CH2:34][C:35]3[CH:36]=[C:37]([C:45]([CH3:47])([CH3:46])[CH3:48])[CH:38]=[C:39]([C:41]([CH3:44])([CH3:43])[CH3:42])[CH:40]=3)[CH2:17]2)[CH:15]=1)[CH2:6][CH:7]([CH3:9])[CH3:8])[CH3:2]. The yield is 0.850. (2) The reactants are [Cl:1][C:2]1[N:7]=[C:6](Cl)[CH:5]=[CH:4][N:3]=1.[OH:9][CH:10]1[CH2:13][N:12]([C:14]([O:16][C:17]([CH3:20])([CH3:19])[CH3:18])=[O:15])[CH2:11]1.C(=O)([O-])[O-].[Cs+].[Cs+]. The catalyst is CN(C)C=O.C(OCC)(=O)C. The product is [Cl:1][C:2]1[N:7]=[C:6]([O:9][CH:10]2[CH2:11][N:12]([C:14]([O:16][C:17]([CH3:20])([CH3:19])[CH3:18])=[O:15])[CH2:13]2)[CH:5]=[CH:4][N:3]=1. The yield is 0.960.